This data is from Reaction yield outcomes from USPTO patents with 853,638 reactions. The task is: Predict the reaction yield, written as a fraction of the theoretical maximum amount of product (1.0 means a 100% yield; for example, 0.34 means a 34% yield). (1) The reactants are Br[C:2]1[CH:3]=[CH:4][C:5]([CH3:11])=[C:6]([CH:10]=1)[C:7]([OH:9])=[O:8].[Cl-].[CH:13]1([CH2:19][Zn+])[CH2:18][CH2:17][CH2:16][CH2:15][CH2:14]1.C1COCC1.P(C(C)(C)C)(C(C)(C)C)C(C)(C)C.C1(C)C=CC=CC=1. The catalyst is CN1C(=O)CCC1. The product is [CH:13]1([CH2:19][C:2]2[CH:3]=[CH:4][C:5]([CH3:11])=[C:6]([CH:10]=2)[C:7]([OH:9])=[O:8])[CH2:18][CH2:17][CH2:16][CH2:15][CH2:14]1. The yield is 0.722. (2) The reactants are C([N:8]1[C:12]2([CH2:16][CH2:15][N:14]([C:17]3[CH:18]=[N:19][CH:20]=[C:21]([O:23][C:24]4[CH:29]=[CH:28][CH:27]=[CH:26][CH:25]=4)[CH:22]=3)[CH2:13]2)[CH2:11][CH2:10][CH2:9]1)C1C=CC=CC=1.Cl.[H][H]. The catalyst is C(O)C.[OH-].[OH-].[Pd+2]. The product is [O:23]([C:21]1[CH:22]=[C:17]([N:14]2[CH2:15][CH2:16][C:12]3([NH:8][CH2:9][CH2:10][CH2:11]3)[CH2:13]2)[CH:18]=[N:19][CH:20]=1)[C:24]1[CH:25]=[CH:26][CH:27]=[CH:28][CH:29]=1. The yield is 0.927. (3) The reactants are [CH3:1][O:2][C:3]([CH:5]1[CH2:13][C:12]2[C:7](=[CH:8][CH:9]=[CH:10][C:11]=2[N+:14]([O-])=O)[CH2:6]1)=[O:4].[H][H]. The yield is 1.00. The catalyst is [Pd].C(OCC)(=O)C. The product is [CH3:1][O:2][C:3]([CH:5]1[CH2:13][C:12]2[C:7](=[CH:8][CH:9]=[CH:10][C:11]=2[NH2:14])[CH2:6]1)=[O:4]. (4) The yield is 0.740. No catalyst specified. The reactants are [Cl:1][C:2]1[N:3]=[C:4]([C:9]([NH:11][C@H:12]2[CH2:17][CH2:16][N:15]([C:18]3[S:19][C:20]([C:26]([O:28][CH2:29][CH3:30])=[O:27])=[C:21]([C:23](O)=[O:24])[N:22]=3)[CH2:14][C@H:13]2[O:31][CH2:32][CH3:33])=[O:10])[NH:5][C:6]=1[CH2:7][CH3:8].[CH:34]([NH2:37])([CH3:36])[CH3:35].CCN=C=NCCCN(C)C.Cl.ON1C2C=CC=CC=2N=N1. The product is [Cl:1][C:2]1[N:3]=[C:4]([C:9]([NH:11][C@H:12]2[CH2:17][CH2:16][N:15]([C:18]3[S:19][C:20]([C:26]([O:28][CH2:29][CH3:30])=[O:27])=[C:21]([C:23](=[O:24])[NH:37][CH:34]([CH3:36])[CH3:35])[N:22]=3)[CH2:14][C@H:13]2[O:31][CH2:32][CH3:33])=[O:10])[NH:5][C:6]=1[CH2:7][CH3:8]. (5) The reactants are Cl.Cl.[F:3][C:4]1[CH:9]=[C:8]([F:10])[CH:7]=[CH:6][C:5]=1[C:11]1[CH:16]=[CH:15][N:14]=[C:13]([N:17]2[CH2:22][CH2:21][NH:20][CH2:19][CH2:18]2)[CH:12]=1.C(N(CC)C(C)C)(C)C.[N:32]1[CH:37]=[CH:36][CH:35]=[C:34]([NH:38][C:39](=O)[O:40]CC(Cl)(Cl)Cl)[N:33]=1.O. The catalyst is CS(C)=O. The product is [F:3][C:4]1[CH:9]=[C:8]([F:10])[CH:7]=[CH:6][C:5]=1[C:11]1[CH:16]=[CH:15][N:14]=[C:13]([N:17]2[CH2:18][CH2:19][N:20]([C:39]([NH:38][C:34]3[N:33]=[N:32][CH:37]=[CH:36][CH:35]=3)=[O:40])[CH2:21][CH2:22]2)[CH:12]=1. The yield is 0.310.